Dataset: M1 muscarinic receptor agonist screen with 61,833 compounds. Task: Binary Classification. Given a drug SMILES string, predict its activity (active/inactive) in a high-throughput screening assay against a specified biological target. (1) The molecule is Brc1cc(C(=O)c2cn(C3CC3)c(=O)c(c2)C#N)c(O)cc1. The result is 0 (inactive). (2) The molecule is s1c(NC(=O)c2noc(CCC)c2)c(c(c1C(=O)C)C)C(OCC)=O. The result is 0 (inactive). (3) The molecule is S(=O)(=O)(N1CCCCC1)c1cc2c(n(cc(c2=O)C(=O)NCc2ncccc2)CC)cc1. The result is 1 (active). (4) The drug is S(=O)(=O)(Nc1ccc(c2n(c3ccc(OC)cc3)c(SCC#N)nn2)cc1)c1ccc(cc1)C. The result is 0 (inactive). (5) The compound is S(CC(=O)N1CCCC1)c1snc(n1)c1cc(ccc1)C. The result is 0 (inactive). (6) The drug is S(=O)(=O)(NCc1occc1)c1cc2oc(=O)n(c2cc1)C. The result is 0 (inactive). (7) The drug is S(c1n(CC2OCCC2)c(=O)c2c(n1)cccc2)CC(=O)NCC1OCCC1. The result is 0 (inactive). (8) The molecule is [n+]12ncn(c1nc(cc2C)C)C. The result is 0 (inactive). (9) The molecule is O(C(=O)CCCNC(=O)COC(=O)c1c(O)c(ccc1)C)CC. The result is 0 (inactive). (10) The molecule is N12CC(C(CC1)C=C2)c1ccccc1. The result is 1 (active).